From a dataset of Forward reaction prediction with 1.9M reactions from USPTO patents (1976-2016). Predict the product of the given reaction. (1) Given the reactants [F:1][C:2]([F:15])([F:14])[C:3]1[CH:10]=[C:9]([N+:11]([O-:13])=[O:12])[CH:8]=[CH:7][C:4]=1[CH:5]=O.[CH3:16][C:17](=[O:22])[CH2:18][C:19](=[O:21])[CH3:20].C(O)(=O)C.N1CCCCC1, predict the reaction product. The product is: [N+:11]([C:9]1[CH:8]=[CH:7][C:4]([CH:5]=[C:18]([C:17](=[O:22])[CH3:16])[C:19](=[O:21])[CH3:20])=[C:3]([C:2]([F:15])([F:14])[F:1])[CH:10]=1)([O-:13])=[O:12]. (2) The product is: [ClH:25].[ClH:1].[CH3:18][O:19][C:20]1[CH:27]=[CH:26][C:23]([CH2:24][N:15]2[CH2:16][CH2:17][N:12]([CH2:3][C:4]([C:6]3[CH:7]=[CH:8][CH:9]=[CH:10][CH:11]=3)=[O:5])[CH2:13][CH2:14]2)=[CH:22][CH:21]=1. Given the reactants [ClH:1].Cl.[CH2:3]([N:12]1[CH2:17][CH2:16][NH:15][CH2:14][CH2:13]1)[C:4]([C:6]1[CH:11]=[CH:10][CH:9]=[CH:8][CH:7]=1)=[O:5].[CH3:18][O:19][C:20]1[CH:27]=[CH:26][C:23]([CH2:24][Cl:25])=[CH:22][CH:21]=1.C([O-])([O-])=O.[K+].[K+], predict the reaction product. (3) The product is: [CH3:25][C:24]1[NH:26][C:4](=[O:6])[C:3]2[CH2:1][CH:28]([CH3:29])[CH2:10][C:9]=2[N:27]=1. Given the reactants [C:1]([CH:3]([CH2:9][CH:10](OCC)OCC)[C:4]([O:6]CC)=O)#N.S(=O)(=O)(O)O.[OH-].[NH4+].[C:24]([NH2:27])(=[NH:26])[CH3:25].[CH3:28][C:29](C)([O-])C.[K+], predict the reaction product. (4) The product is: [CH3:1][O:2][C:3]1[CH:4]=[C:5]([NH:9][CH:20]=[C:14]2[C:15](=[O:17])[O:16][C:11]([CH3:19])([CH3:10])[O:12][C:13]2=[O:18])[CH:6]=[CH:7][CH:8]=1. Given the reactants [CH3:1][O:2][C:3]1[CH:8]=[CH:7][CH:6]=[C:5]([NH2:9])[CH:4]=1.[CH3:10][C:11]1([CH3:19])[O:16][C:15](=[O:17])[CH2:14][C:13](=[O:18])[O:12]1.[CH2:20](OC(OCC)OCC)C, predict the reaction product. (5) Given the reactants CC[N+](S(N=C(OC)[O-])(=O)=O)(CC)CC.[NH2:16][C:17]([C@H:19]1[CH2:24][N:23]([C:25]([O:27][C:28]([CH3:31])([CH3:30])[CH3:29])=[O:26])[C@H:22]([CH3:32])[CH2:21][CH2:20]1)=O, predict the reaction product. The product is: [C:17]([C@@H:19]1[CH2:24][N:23]([C:25]([O:27][C:28]([CH3:31])([CH3:30])[CH3:29])=[O:26])[C@H:22]([CH3:32])[CH2:21][CH2:20]1)#[N:16].